The task is: Predict the reactants needed to synthesize the given product.. This data is from Full USPTO retrosynthesis dataset with 1.9M reactions from patents (1976-2016). (1) Given the product [C:9]([C:13]1[N:22]2[C:23]([Br:1])=[CH:24][N:25]=[C:21]2[C:20]2[CH:19]=[CH:18][CH:17]=[CH:16][C:15]=2[N:14]=1)([CH3:12])([CH3:10])[CH3:11], predict the reactants needed to synthesize it. The reactants are: [Br:1]N1C(=O)CCC1=O.[C:9]([C:13]1[N:22]2[CH:23]=[CH:24][N:25]=[C:21]2[C:20]2[CH:19]=[CH:18][CH:17]=[CH:16][C:15]=2[N:14]=1)([CH3:12])([CH3:11])[CH3:10]. (2) Given the product [Br:21][C:17]1[C:12]2[N:13]=[C:14]([NH2:16])[S:15][C:11]=2[CH:10]=[C:9]([CH2:8][C:7]2[CH:19]=[CH:20][C:4]([N+:1]([O-:3])=[O:2])=[CH:5][CH:6]=2)[CH:18]=1, predict the reactants needed to synthesize it. The reactants are: [N+:1]([C:4]1[CH:20]=[CH:19][C:7]([CH2:8][C:9]2[CH:18]=[CH:17][C:12]3[N:13]=[C:14]([NH2:16])[S:15][C:11]=3[CH:10]=2)=[CH:6][CH:5]=1)([O-:3])=[O:2].[Br:21]Br.O. (3) Given the product [Br:1][C:2]1[CH:9]=[CH:8][C:7]([O:10][CH:17]2[CH2:19][CH2:18]2)=[CH:6][C:3]=1[C:4]#[N:5], predict the reactants needed to synthesize it. The reactants are: [Br:1][C:2]1[CH:9]=[CH:8][C:7]([OH:10])=[CH:6][C:3]=1[C:4]#[N:5].C([O-])([O-])=O.[K+].[K+].[CH:17]1(Br)[CH2:19][CH2:18]1.